From a dataset of Full USPTO retrosynthesis dataset with 1.9M reactions from patents (1976-2016). Predict the reactants needed to synthesize the given product. (1) The reactants are: Br[C:2]1[CH:3]=[CH:4][C:5]([C:8]([F:11])([F:10])[F:9])=[N:6][CH:7]=1.C1(P(C2CCCCC2)C2C=CC=CC=2C2C=CC=CC=2N(C)C)CCCCC1.P([O-])([O-])([O-])=O.[K+].[K+].[K+].[CH3:48][CH:49]([N:51]1[CH2:56][CH2:55][N:54]([C:57]([C@H:59]2[CH2:63][CH2:62][NH:61][CH2:60]2)=[O:58])[CH2:53][C@@H:52]1[CH3:64])[CH3:50]. Given the product [CH3:64][C@H:52]1[CH2:53][N:54]([C:57]([C@H:59]2[CH2:63][CH2:62][N:61]([C:2]3[CH:7]=[N:6][C:5]([C:8]([F:11])([F:10])[F:9])=[CH:4][CH:3]=3)[CH2:60]2)=[O:58])[CH2:55][CH2:56][N:51]1[CH:49]([CH3:50])[CH3:48], predict the reactants needed to synthesize it. (2) Given the product [Si:12]([O:11][CH:10]([CH2:19][O:20][Si:21]([C:22]([CH3:25])([CH3:24])[CH3:23])([CH3:26])[CH3:27])[CH2:9][OH:8])([C:13]([CH3:16])([CH3:15])[CH3:14])([CH3:18])[CH3:17], predict the reactants needed to synthesize it. The reactants are: C([O:8][CH2:9][CH:10]([CH2:19][O:20][Si:21]([CH3:27])([CH3:26])[C:22]([CH3:25])([CH3:24])[CH3:23])[O:11][Si:12]([CH3:18])([CH3:17])[C:13]([CH3:16])([CH3:15])[CH3:14])C1C=CC=CC=1. (3) Given the product [CH2:45]([O:47][C:11]1[CH:12]=[C:25]2[C:20](=[CH:15][CH:16]=1)[CH:19]=[C:18]([O:17][C:14]1[CH:13]=[CH:12][C:11]([CH2:13][C:14]([OH:17])=[O:1])=[CH:16][CH:15]=1)[CH:27]=[CH:26]2)[C:46]1[CH:20]=[CH:19][CH:18]=[CH:27][CH:26]=1, predict the reactants needed to synthesize it. The reactants are: [OH-:1].[Na+].N1(C(=S)C[C:11]2[CH:16]=[CH:15][C:14]([O:17][C:18]3[CH:27]=[CH:26][C:25]4[C:20](=CC=CC=4)[C:19]=3OC3C(OCC4C=CC=CC=4)=CC=CC=3)=[CH:13][CH:12]=2)CCOCC1.Cl.[CH2:45]([OH:47])[CH3:46]. (4) Given the product [CH3:17][C:14]1[CH:15]=[CH:16][C:11]([N:1]2[C:9]3[C:4](=[CH:5][CH:6]=[CH:7][CH:8]=3)[CH:3]=[CH:2]2)=[CH:12][CH:13]=1, predict the reactants needed to synthesize it. The reactants are: [NH:1]1[C:9]2[C:4](=[CH:5][CH:6]=[CH:7][CH:8]=2)[CH:3]=[CH:2]1.I[C:11]1[CH:16]=[CH:15][C:14]([CH3:17])=[CH:13][CH:12]=1. (5) Given the product [Cl:38][C:16]1[CH:17]=[CH:18][C:19]([C:21]2[CH2:25][C:24]([C:30]3[CH:31]=[C:32]([Cl:37])[CH:33]=[C:34]([Cl:36])[CH:35]=3)([C:26]([F:29])([F:27])[F:28])[O:23][N:22]=2)=[CH:20][C:15]=1[NH:7][NH:6][C:4](=[O:5])[C:3]([CH3:39])([CH3:40])[CH2:2][Cl:1], predict the reactants needed to synthesize it. The reactants are: [Cl:1][CH2:2][C:3]([CH3:40])([CH3:39])[C:4]([NH:6][N:7]([C:15]1[CH:20]=[C:19]([C:21]2[CH2:25][C:24]([C:30]3[CH:35]=[C:34]([Cl:36])[CH:33]=[C:32]([Cl:37])[CH:31]=3)([C:26]([F:29])([F:28])[F:27])[O:23][N:22]=2)[CH:18]=[CH:17][C:16]=1[Cl:38])C(OC(C)(C)C)=O)=[O:5].FC(F)(F)C(O)=O. (6) Given the product [Br:10][C:11]1[N:12]=[CH:13][C:14]([CH2:17][CH2:18][CH2:19][N:3]2[CH2:8][CH2:7][S:6][CH2:5][C:4]2=[O:9])=[CH:15][CH:16]=1, predict the reactants needed to synthesize it. The reactants are: [H-].[Na+].[NH:3]1[CH2:8][CH2:7][S:6][CH2:5][C:4]1=[O:9].[Br:10][C:11]1[CH:16]=[CH:15][C:14]([CH2:17][CH2:18][CH2:19]Br)=[CH:13][N:12]=1. (7) Given the product [CH3:40][C:8]1[CH:9]=[C:10]([S:13][C:14]2[CH:19]=[C:18]([O:20][C:21]3[C:26]([C:27]([F:28])([F:29])[F:30])=[CH:25][CH:24]=[CH:23][N:22]=3)[CH:17]=[C:16]([C:31]#[C:32][CH2:33][N:34]3[CH2:39][CH2:38][O:37][CH2:36][CH2:35]3)[CH:15]=2)[CH:11]=[CH:12][C:7]=1[O:6][CH2:5][C:4]([OH:41])=[O:3], predict the reactants needed to synthesize it. The reactants are: C([O:3][C:4](=[O:41])[CH2:5][O:6][C:7]1[CH:12]=[CH:11][C:10]([S:13][C:14]2[CH:19]=[C:18]([O:20][C:21]3[C:26]([C:27]([F:30])([F:29])[F:28])=[CH:25][CH:24]=[CH:23][N:22]=3)[CH:17]=[C:16]([C:31]#[C:32][CH2:33][N:34]3[CH2:39][CH2:38][O:37][CH2:36][CH2:35]3)[CH:15]=2)=[CH:9][C:8]=1[CH3:40])C.[OH-].[Na+].Cl.